Dataset: Reaction yield outcomes from USPTO patents with 853,638 reactions. Task: Predict the reaction yield, written as a fraction of the theoretical maximum amount of product (1.0 means a 100% yield; for example, 0.34 means a 34% yield). (1) The reactants are [F:1][C:2]1[CH:9]=[CH:8][C:7](F)=[CH:6][C:3]=1[CH:4]=[O:5].[S-2].[Li+].[Li+].[OH2:14].[CH3:15]S(C)=O. No catalyst specified. The product is [F:1][C:2]1[CH:9]=[CH:8][CH:7]=[C:6]([CH:15]=[O:14])[C:3]=1[CH:4]=[O:5]. The yield is 0.590. (2) The reactants are [Br:1][C:2]1[CH:7]=[CH:6][C:5]([OH:8])=[CH:4][C:3]=1[CH:9]1[O:13][CH2:12][CH2:11][O:10]1.C(=O)([O-])[O-].[K+].[K+].[CH2:20]([O:22][C:23](=[O:33])[C:24]1[CH:29]=[CH:28][C:27](F)=[CH:26][C:25]=1[O:31][CH3:32])[CH3:21]. The catalyst is CS(C)=O.CCOC(C)=O. The product is [CH2:20]([O:22][C:23](=[O:33])[C:24]1[CH:29]=[CH:28][C:27]([O:8][C:5]2[CH:6]=[CH:7][C:2]([Br:1])=[C:3]([CH:9]3[O:10][CH2:11][CH2:12][O:13]3)[CH:4]=2)=[CH:26][C:25]=1[O:31][CH3:32])[CH3:21]. The yield is 0.350. (3) The reactants are [C:1]12[C:7](=[CH:8][CH:9]=[CH:10][CH:11]=1)[NH:6][C:5](=[O:12])[O:4][C:2]2=[O:3].[H-].[Na+].[F:15][C:16]1[CH:23]=[CH:22][C:19]([CH2:20]Br)=[CH:18][CH:17]=1.O. The catalyst is CN(C)C=O. The product is [F:15][C:16]1[CH:23]=[CH:22][C:19]([CH2:20][N:6]2[C:7]3[CH:8]=[CH:9][CH:10]=[CH:11][C:1]=3[C:2](=[O:3])[O:4][C:5]2=[O:12])=[CH:18][CH:17]=1. The yield is 0.900.